The task is: Predict the reaction yield, written as a fraction of the theoretical maximum amount of product (1.0 means a 100% yield; for example, 0.34 means a 34% yield).. This data is from Reaction yield outcomes from USPTO patents with 853,638 reactions. The reactants are [OH:1][CH:2]1[CH:7]([NH:8][C:9](=[O:15])[O:10][C:11]([CH3:14])([CH3:13])[CH3:12])[CH:6]=[C:5]([C:16]2[CH:21]=[CH:20][N:19]=[CH:18][C:17]=2[N+:22]([O-:24])=[O:23])[CH2:4][CH2:3]1.C(N(CC)CC)C.[CH3:32][S:33](Cl)(=[O:35])=[O:34]. The catalyst is C(Cl)Cl.C(OCC)(=O)C. The product is [CH3:32][S:33]([O:1][CH:2]1[CH2:3][CH2:4][C:5]([C:16]2[CH:21]=[CH:20][N:19]=[CH:18][C:17]=2[N+:22]([O-:24])=[O:23])=[CH:6][CH:7]1[NH:8][C:9]([O:10][C:11]([CH3:12])([CH3:13])[CH3:14])=[O:15])(=[O:35])=[O:34]. The yield is 0.850.